This data is from CYP2D6 inhibition data for predicting drug metabolism from PubChem BioAssay. The task is: Regression/Classification. Given a drug SMILES string, predict its absorption, distribution, metabolism, or excretion properties. Task type varies by dataset: regression for continuous measurements (e.g., permeability, clearance, half-life) or binary classification for categorical outcomes (e.g., BBB penetration, CYP inhibition). Dataset: cyp2d6_veith. (1) The compound is COC(=O)[C@@]1(Cc2ccc(OC)cc2)[C@H]2c3cc(C(=O)N4CCCC4)n(Cc4cc(C)n(C)n4)c3C[C@H]2CN1C(=O)c1ccccc1. The result is 0 (non-inhibitor). (2) The compound is CC(C)NC(=O)N1CCCC2(CCN(S(=O)(=O)c3ccccc3)CC2)C1. The result is 1 (inhibitor). (3) The drug is N[C@@H](Cn1cc(F)c(=O)[nH]c1=O)C(=O)O. The result is 0 (non-inhibitor). (4) The drug is CC(=O)NBr. The result is 0 (non-inhibitor). (5) The drug is O=C(c1ccncc1)N1CCC2(CC1)CN(c1cccc(-c3ccccc3)c1)C2. The result is 1 (inhibitor). (6) The molecule is Cc1nnc(-c2cnn(-c3ccccc3)c2N)n1Cc1ccc(F)cc1. The result is 0 (non-inhibitor). (7) The drug is C[C@H](CO)NC(=O)[C@H]1C[C@@H]1[C@H](NP(=O)(c1ccccc1)c1ccccc1)c1ccccc1. The result is 0 (non-inhibitor).